Dataset: Peptide-MHC class II binding affinity with 134,281 pairs from IEDB. Task: Regression. Given a peptide amino acid sequence and an MHC pseudo amino acid sequence, predict their binding affinity value. This is MHC class II binding data. (1) The peptide sequence is YDKFLAAVSTVLTGK. The MHC is DRB1_0101 with pseudo-sequence DRB1_0101. The binding affinity (normalized) is 1.00. (2) The peptide sequence is AVQVTFTVQKGSDPK. The MHC is DRB4_0101 with pseudo-sequence DRB4_0103. The binding affinity (normalized) is 0.220. (3) The peptide sequence is LVGPFNFRFMSKGGMRNVFDEVIPT. The MHC is DRB3_0101 with pseudo-sequence DRB3_0101. The binding affinity (normalized) is 0. (4) The peptide sequence is AKIVTAETQNSSFII. The MHC is DRB5_0101 with pseudo-sequence DRB5_0101. The binding affinity (normalized) is 0.154. (5) The peptide sequence is PQLTKNAGVLTCSLS. The MHC is DRB4_0101 with pseudo-sequence DRB4_0103. The binding affinity (normalized) is 0.205. (6) The peptide sequence is DINVGFKAAVAAAAG. The MHC is DRB1_1101 with pseudo-sequence DRB1_1101. The binding affinity (normalized) is 0.406.